This data is from Catalyst prediction with 721,799 reactions and 888 catalyst types from USPTO. The task is: Predict which catalyst facilitates the given reaction. Reactant: [Cl:1][C:2]1[CH:3]=[C:4]2[C:9](=[CH:10][C:11]=1F)[O:8][CH:7]([C:13]([F:16])([F:15])[F:14])[C:6]([C:17]([O:19][CH2:20][CH3:21])=[O:18])=[CH:5]2.[Cl:22][C:23]1[CH:28]=[C:27]([Br:29])[CH:26]=[CH:25][C:24]=1[OH:30].C(=O)([O-])[O-].[K+].[K+].CN(C=O)C. Product: [Cl:1][C:2]1[CH:3]=[C:4]2[C:9](=[CH:10][C:11]=1[O:30][C:24]1[CH:25]=[CH:26][C:27]([Br:29])=[CH:28][C:23]=1[Cl:22])[O:8][CH:7]([C:13]([F:16])([F:15])[F:14])[C:6]([C:17]([O:19][CH2:20][CH3:21])=[O:18])=[CH:5]2. The catalyst class is: 13.